This data is from Catalyst prediction with 721,799 reactions and 888 catalyst types from USPTO. The task is: Predict which catalyst facilitates the given reaction. Reactant: [Br:1][C:2]1[CH:11]=[C:10]2[C:5]([CH2:6][CH2:7][N:8]([C:17](=[O:34])[C:18]([N:20]([CH3:33])[C:21]([CH3:32])([CH2:23][CH2:24][C:25]#[C:26][C:27]3[S:28][CH:29]=[CH:30][CH:31]=3)[CH3:22])=[O:19])[CH:9]2[C:12]([O:14]CC)=[O:13])=[CH:4][C:3]=1[O:35][CH3:36].[OH-].[K+].Cl. Product: [Br:1][C:2]1[CH:11]=[C:10]2[C:5]([CH2:6][CH2:7][N:8]([C:17](=[O:34])[C:18]([N:20]([CH3:33])[C:21]([CH3:22])([CH2:23][CH2:24][C:25]#[C:26][C:27]3[S:28][CH:29]=[CH:30][CH:31]=3)[CH3:32])=[O:19])[CH:9]2[C:12]([OH:14])=[O:13])=[CH:4][C:3]=1[O:35][CH3:36]. The catalyst class is: 38.